Dataset: Forward reaction prediction with 1.9M reactions from USPTO patents (1976-2016). Task: Predict the product of the given reaction. (1) Given the reactants [Cl:1][C:2]1[CH:3]=[C:4]([CH:6]=[CH:7][CH:8]=1)[NH2:5].Cl.[N:10]([O-])=O.[Na+].C([O-])(=O)C.[Na+].[Cl:19][CH:20]([S:24]([CH3:27])(=[O:26])=[O:25])C(=O)C, predict the reaction product. The product is: [Cl:1][C:2]1[CH:3]=[C:4]([NH:5][N:10]=[C:20]([Cl:19])[S:24]([CH3:27])(=[O:26])=[O:25])[CH:6]=[CH:7][CH:8]=1. (2) Given the reactants I[C:2]1[C:10]2[O:9][CH:8]=[CH:7][C:6]=2[CH:5]=[C:4]([N+:11]([O-:13])=[O:12])[CH:3]=1.[CH3:14]C1C=CC=CC=1P(C1C=CC=CC=1C)C1C=CC=CC=1C.[Sn](C)(C)(C)C.CCN(CC)CC, predict the reaction product. The product is: [CH3:14][C:2]1[C:10]2[O:9][CH:8]=[CH:7][C:6]=2[CH:5]=[C:4]([N+:11]([O-:13])=[O:12])[CH:3]=1. (3) Given the reactants C1NC2NC(N)=NC(=O)C=2NC1CCNC1C=CC(C(N[C@H](C(O)=O)CCC(O)=O)=O)=CC=1.CCN(C(C)C)C(C)C.[CH:43]1([S:46]([C:49]2[CH:54]=[CH:53][C:52](/[C:55](=[CH:59]\[CH:60]3[CH2:65][CH2:64][O:63][CH2:62][CH2:61]3)/[C:56](O)=[O:57])=[CH:51][CH:50]=2)(=[O:48])=[O:47])[CH2:45][CH2:44]1.[NH2:66][C:67]1[CH:72]=[CH:71][C:70]([F:73])=[CH:69][N:68]=1, predict the reaction product. The product is: [CH:43]1([S:46]([C:49]2[CH:50]=[CH:51][C:52](/[C:55](=[CH:59]\[CH:60]3[CH2:61][CH2:62][O:63][CH2:64][CH2:65]3)/[C:56]([NH:66][C:67]3[CH:72]=[CH:71][C:70]([F:73])=[CH:69][N:68]=3)=[O:57])=[CH:53][CH:54]=2)(=[O:47])=[O:48])[CH2:45][CH2:44]1.